This data is from Catalyst prediction with 721,799 reactions and 888 catalyst types from USPTO. The task is: Predict which catalyst facilitates the given reaction. (1) Reactant: C[Si]([C:5]#[C:6][C:7]1[CH:8]=[C:9]2[N:15]=[CH:14][N:13]([CH2:16][C:17]3[CH:33]=[CH:32][C:20]4[N:21]=[C:22]([NH:24][C@@H:25]5[CH2:30][CH2:29][CH2:28][CH2:27][C@H:26]5[OH:31])[S:23][C:19]=4[CH:18]=3)[C:10]2=[N:11][CH:12]=1)(C)C.C([O-])([O-])=O.[K+].[K+]. Product: [C:6]([C:7]1[CH:8]=[C:9]2[N:15]=[CH:14][N:13]([CH2:16][C:17]3[CH:33]=[CH:32][C:20]4[N:21]=[C:22]([NH:24][C@@H:25]5[CH2:30][CH2:29][CH2:28][CH2:27][C@H:26]5[OH:31])[S:23][C:19]=4[CH:18]=3)[C:10]2=[N:11][CH:12]=1)#[CH:5]. The catalyst class is: 5. (2) Reactant: [CH:1]1([N:4]2[CH2:12][C:11]3[C:6](=[CH:7][CH:8]=[C:9](B4OC(C)(C)C(C)(C)O4)[CH:10]=3)[C:5]2=[O:22])[CH2:3][CH2:2]1.Br[C:24]1[CH:38]=[CH:37][C:27]([CH2:28][N:29]2[CH2:33][C:32](=[O:34])[N:31]([CH3:35])[C:30]2=[O:36])=[CH:26][CH:25]=1.C1(P(C2CCCCC2)C2CCCCC2)CCCCC1.P([O-])([O-])([O-])=O.[K+].[K+].[K+]. Product: [CH:1]1([N:4]2[CH2:12][C:11]3[C:6](=[CH:7][CH:8]=[C:9]([C:24]4[CH:38]=[CH:37][C:27]([CH2:28][N:29]5[CH2:33][C:32](=[O:34])[N:31]([CH3:35])[C:30]5=[O:36])=[CH:26][CH:25]=4)[CH:10]=3)[C:5]2=[O:22])[CH2:2][CH2:3]1. The catalyst class is: 38.